Dataset: Catalyst prediction with 721,799 reactions and 888 catalyst types from USPTO. Task: Predict which catalyst facilitates the given reaction. (1) Reactant: C(Cl)(=O)C(Cl)=O.CS(C)=O.[Cl:11][C:12]1[CH:31]=[C:30]([Cl:32])[CH:29]=[CH:28][C:13]=1[CH2:14][N:15]1[C:19]([CH2:20][OH:21])=[CH:18][C:17]([C:22]2[CH:27]=[CH:26][CH:25]=[CH:24][CH:23]=2)=[N:16]1.C(N(CC)CC)C. Product: [Cl:11][C:12]1[CH:31]=[C:30]([Cl:32])[CH:29]=[CH:28][C:13]=1[CH2:14][N:15]1[C:19]([CH:20]=[O:21])=[CH:18][C:17]([C:22]2[CH:27]=[CH:26][CH:25]=[CH:24][CH:23]=2)=[N:16]1. The catalyst class is: 4. (2) Reactant: [C:1]([C:4]1[CH:5]=[CH:6][C:7]([NH:20][C:21]([CH:23]2[CH2:28][CH2:27][N:26]([C:29]([O:31][C:32]([CH3:35])([CH3:34])[CH3:33])=[O:30])[CH2:25][CH2:24]2)=[O:22])=[C:8]([CH:19]=1)[C:9]([NH:11][C:12]1[CH:17]=[CH:16][C:15]([Cl:18])=[CH:14][N:13]=1)=[O:10])(=[O:3])[CH3:2].[BH4-].[Na+].O. Product: [C:32]([O:31][C:29]([N:26]1[CH2:27][CH2:28][CH:23]([C:21]([NH:20][C:7]2[CH:6]=[CH:5][C:4]([CH:1]([OH:3])[CH3:2])=[CH:19][C:8]=2[C:9]([NH:11][C:12]2[CH:17]=[CH:16][C:15]([Cl:18])=[CH:14][N:13]=2)=[O:10])=[O:22])[CH2:24][CH2:25]1)=[O:30])([CH3:35])([CH3:33])[CH3:34]. The catalyst class is: 5. (3) Reactant: CC(OI1(OC(C)=O)(OC(C)=O)OC(=O)C2C1=CC=CC=2)=O.[Cl:23][C:24]1[C:29]([CH:30]([OH:32])[CH3:31])=[C:28]([Cl:33])[N:27]=[CH:26][N:25]=1.C(=O)(O)[O-].[Na+]. Product: [Cl:33][C:28]1[C:29]([C:30](=[O:32])[CH3:31])=[C:24]([Cl:23])[N:25]=[CH:26][N:27]=1. The catalyst class is: 4. (4) Reactant: Cl.[NH:2]1[C:7]2[N:8]=[CH:9][CH:10]=[CH:11][C:6]=2[C:5]2([CH2:16][CH2:15][NH:14][CH2:13][CH2:12]2)[O:4][C:3]1=[O:17].Cl[C:19]1[N:24]=[CH:23][N:22]=[C:21]([O:25][C:26]2[CH:27]=[C:28]3[C:32](=[C:33]([CH3:35])[CH:34]=2)[NH:31][N:30]=[CH:29]3)[CH:20]=1.CCN(C(C)C)C(C)C.C([O-])(O)=O.[Na+]. Product: [CH3:35][C:33]1[CH:34]=[C:26]([O:25][C:21]2[N:22]=[CH:23][N:24]=[C:19]([N:14]3[CH2:13][CH2:12][C:5]4([O:4][C:3](=[O:17])[NH:2][C:7]5[N:8]=[CH:9][CH:10]=[CH:11][C:6]4=5)[CH2:16][CH2:15]3)[CH:20]=2)[CH:27]=[C:28]2[C:32]=1[NH:31][N:30]=[CH:29]2. The catalyst class is: 3. (5) Reactant: [CH3:1][O:2][C:3](=[O:7])[CH2:4][CH:5]=[O:6].[N:8]([O-])=[O:9].[Na+]. Product: [CH3:1][O:2][C:3](=[O:7])[C:4](=[N:8][OH:9])[CH:5]=[O:6]. The catalyst class is: 86. (6) Reactant: [CH3:1][O-:2].[Na+].Cl[CH2:5][C:6]1[CH:10]=[C:9]([CH3:11])[O:8][N:7]=1. Product: [CH3:1][O:2][CH2:5][C:6]1[CH:10]=[C:9]([CH3:11])[O:8][N:7]=1. The catalyst class is: 275.